Dataset: Full USPTO retrosynthesis dataset with 1.9M reactions from patents (1976-2016). Task: Predict the reactants needed to synthesize the given product. (1) The reactants are: CN(C)C=O.C(Cl)(=O)C(Cl)=O.[C:12]1([C:18]2[N:23]=[CH:22][C:21]([C:24]([OH:26])=O)=[CH:20][CH:19]=2)[CH:17]=[CH:16][CH:15]=[CH:14][CH:13]=1.[NH2:27][C:28]1[CH:40]=[C:39]([C:41]2[CH:46]=[CH:45][CH:44]=[CH:43][CH:42]=2)[CH:38]=[CH:37][C:29]=1[C:30]([O:32][C:33]([CH3:36])([CH3:35])[CH3:34])=[O:31]. Given the product [C:41]1([C:39]2[CH:38]=[CH:37][C:29]([C:30]([O:32][C:33]([CH3:36])([CH3:34])[CH3:35])=[O:31])=[C:28]([NH:27][C:24]([C:21]3[CH:22]=[N:23][C:18]([C:12]4[CH:13]=[CH:14][CH:15]=[CH:16][CH:17]=4)=[CH:19][CH:20]=3)=[O:26])[CH:40]=2)[CH:42]=[CH:43][CH:44]=[CH:45][CH:46]=1, predict the reactants needed to synthesize it. (2) Given the product [F:19][C:5]1[C:6]([NH2:8])=[N:7][C:2]([NH:20][N:21]2[CH:25]=[CH:24][CH:23]=[CH:22]2)=[N:3][CH:4]=1, predict the reactants needed to synthesize it. The reactants are: Cl[C:2]1[N:7]=[C:6]([NH:8]C2C=CC3OCCOC=3C=2)[C:5]([F:19])=[CH:4][N:3]=1.[NH2:20][N:21]1[CH:25]=[CH:24][CH:23]=[CH:22]1. (3) Given the product [C:5]([O:9][C:10]([C:12]1([C:30](=[O:37])[C:31]2[CH:36]=[CH:35][CH:34]=[CH:33][CH:32]=2)[C:17]([NH2:18])=[CH:16][CH:15]=[C:14]([CH3:19])[NH+:13]1[O-:20])=[O:11])([CH3:8])([CH3:7])[CH3:6], predict the reactants needed to synthesize it. The reactants are: C(Cl)(Cl)Cl.[C:5]([O:9][C:10]([C:12]1[C:17]([NH2:18])=[CH:16][CH:15]=[C:14]([CH3:19])[N+:13]=1[O-:20])=[O:11])([CH3:8])([CH3:7])[CH3:6].C(N(C(C)C)CC)(C)C.[C:30](Cl)(=[O:37])[C:31]1[CH:36]=[CH:35][CH:34]=[CH:33][CH:32]=1. (4) Given the product [Cl:1][C:2]1[N:10]=[C:9]2[C:5]([N:6]([CH2:13][C:14]3[CH:19]=[CH:18][C:17]([O:20][CH3:21])=[CH:16][CH:15]=3)[CH:7]=[N:8]2)=[C:4]([Cl:11])[N:3]=1, predict the reactants needed to synthesize it. The reactants are: [Cl:1][C:2]1[N:10]=[C:9]2[C:5]([NH:6][CH:7]=[N:8]2)=[C:4]([Cl:11])[N:3]=1.Br[CH2:13][C:14]1[CH:19]=[CH:18][C:17]([O:20][CH3:21])=[CH:16][CH:15]=1. (5) Given the product [CH3:29][O:28][C:27]([NH:26][C:21]1[CH:22]=[CH:23][CH:24]=[CH:25][C:20]=1[C@H:19]1[C@@H:7]([C:8]([OH:10])=[O:9])[C:6]2[C:5](=[CH:4][C:3]([O:2][CH3:1])=[C:14]([O:15][CH3:16])[CH:13]=2)[C:11](=[O:12])[N:18]1[CH3:17])=[O:30], predict the reactants needed to synthesize it. The reactants are: [CH3:1][O:2][C:3]1[CH:4]=[C:5]2[C:11](=[O:12])[O:10][C:8](=[O:9])[CH2:7][C:6]2=[CH:13][C:14]=1[O:15][CH3:16].[CH3:17][N:18]=[CH:19][C:20]1[CH:25]=[CH:24][CH:23]=[CH:22][C:21]=1[NH:26][C:27](=[O:30])[O:28][CH3:29]. (6) Given the product [CH3:30][C:28]1[CH:27]=[CH:26][C:25]([C:31]([F:34])([F:32])[F:33])=[C:24]([C:22]([N:19]2[CH2:20][CH2:21][C@@H:17]([NH:16][C:2]3[CH:11]=[N:10][C:9]4[C:4](=[CH:5][C:6]([C:12]([F:15])([F:14])[F:13])=[CH:7][CH:8]=4)[N:3]=3)[CH2:18]2)=[O:23])[CH:29]=1, predict the reactants needed to synthesize it. The reactants are: Cl[C:2]1[CH:11]=[N:10][C:9]2[C:4](=[CH:5][C:6]([C:12]([F:15])([F:14])[F:13])=[CH:7][CH:8]=2)[N:3]=1.[NH2:16][C@@H:17]1[CH2:21][CH2:20][N:19]([C:22]([C:24]2[CH:29]=[C:28]([CH3:30])[CH:27]=[CH:26][C:25]=2[C:31]([F:34])([F:33])[F:32])=[O:23])[CH2:18]1. (7) Given the product [OH:31][C:30]1[C:25](=[O:24])[NH:26][N:27]=[C:28]([CH2:39][CH2:40][C:41]2[CH:46]=[CH:45][C:44]([C:47]([F:49])([F:48])[F:50])=[CH:43][CH:42]=2)[CH:29]=1, predict the reactants needed to synthesize it. The reactants are: OC1C(=O)NN=C(CCC2C=CC=CC=2)C=1.C([O:24][C:25]1[N:26]=[N:27][C:28](/[CH:39]=[CH:40]/[C:41]2[CH:46]=[CH:45][C:44]([C:47]([F:50])([F:49])[F:48])=[CH:43][CH:42]=2)=[CH:29][C:30]=1[O:31]CC1C=CC=CC=1)C1C=CC=CC=1.